From a dataset of Full USPTO retrosynthesis dataset with 1.9M reactions from patents (1976-2016). Predict the reactants needed to synthesize the given product. (1) Given the product [CH3:19][O:18][CH2:17][CH2:16][CH2:15][CH2:14][NH:7][C:2]1[C:1]([NH2:8])=[CH:6][CH:5]=[CH:4][CH:3]=1, predict the reactants needed to synthesize it. The reactants are: [C:1]1([NH2:8])[CH:6]=[CH:5][CH:4]=[CH:3][C:2]=1[NH2:7].CS(O[CH2:14][CH2:15][CH2:16][CH2:17][O:18][CH3:19])(=O)=O.C(=O)([O-])[O-].[K+].[K+].O. (2) Given the product [F:1][C:2]([F:31])([F:30])[C:3]1[CH:4]=[C:5]([C@H:9]([O:11][C:12](=[O:29])[NH:13][C:14]2[C:15]([CH3:28])=[N:16][O:17][C:18]=2[C:19]2[CH:24]=[CH:23][C:22]([C:40]3[CH:41]=[CH:42][C:43]([C:46]4([C:49]([NH:51][S:52]([CH3:55])(=[O:54])=[O:53])=[O:50])[CH2:48][CH2:47]4)=[CH:44][CH:45]=3)=[CH:21][C:20]=2[O:26][CH3:27])[CH3:10])[CH:6]=[CH:7][CH:8]=1, predict the reactants needed to synthesize it. The reactants are: [F:1][C:2]([F:31])([F:30])[C:3]1[CH:4]=[C:5]([C@H:9]([O:11][C:12](=[O:29])[NH:13][C:14]2[C:15]([CH3:28])=[N:16][O:17][C:18]=2[C:19]2[CH:24]=[CH:23][C:22](Br)=[CH:21][C:20]=2[O:26][CH3:27])[CH3:10])[CH:6]=[CH:7][CH:8]=1.CC1(C)C(C)(C)OB([C:40]2[CH:45]=[CH:44][C:43]([C:46]3([C:49]([NH:51][S:52]([CH3:55])(=[O:54])=[O:53])=[O:50])[CH2:48][CH2:47]3)=[CH:42][CH:41]=2)O1. (3) Given the product [Cl:23][C:24]1[CH:25]=[CH:26][C:27]([O:47][CH2:48][C:49]2[CH:50]=[CH:51][CH:52]=[CH:53][CH:54]=2)=[C:28]([CH2:30][C:31]2[S:32][CH:33]=[C:34]([C:36]3[NH:40][C:39]4[CH:41]=[CH:42][CH:43]=[C:44]([CH:45]=[O:46])[C:38]=4[N:37]=3)[N:35]=2)[CH:29]=1, predict the reactants needed to synthesize it. The reactants are: CC(OI1(OC(C)=O)(OC(C)=O)OC(=O)C2C=CC=CC1=2)=O.[Cl:23][C:24]1[CH:25]=[CH:26][C:27]([O:47][CH2:48][C:49]2[CH:54]=[CH:53][CH:52]=[CH:51][CH:50]=2)=[C:28]([CH2:30][C:31]2[S:32][CH:33]=[C:34]([C:36]3[NH:40][C:39]4[CH:41]=[CH:42][CH:43]=[C:44]([CH2:45][OH:46])[C:38]=4[N:37]=3)[N:35]=2)[CH:29]=1.C(=O)([O-])O.[Na+].S([O-])([O-])(=O)=S.[Na+].[Na+]. (4) Given the product [OH:37][CH:32]([CH3:33])[CH2:31][N:26]([CH2:25][C:21]1[CH:20]=[C:19]([CH:24]=[CH:23][CH:22]=1)[C:18]([NH:17][C:6]1[CH:7]=[CH:8][C:9]([N:11]2[CH2:16][CH2:15][CH2:14][CH2:13][CH2:12]2)=[CH:10][C:5]=1[C:4]([NH:38][NH2:39])=[O:3])=[O:35])[CH2:27][CH:28]([OH:30])[CH3:29], predict the reactants needed to synthesize it. The reactants are: C([O:3][C:4](=O)[C:5]1[CH:10]=[C:9]([N:11]2[CH2:16][CH2:15][CH2:14][CH2:13][CH2:12]2)[CH:8]=[CH:7][C:6]=1[NH:17][C:18](=[O:35])[C:19]1[CH:24]=[CH:23][CH:22]=[C:21]([CH2:25][N:26]([CH2:31][CH:32](O)[CH3:33])[CH2:27][CH:28]([OH:30])[CH3:29])[CH:20]=1)C.[OH2:37].[NH2:38][NH2:39].